This data is from Full USPTO retrosynthesis dataset with 1.9M reactions from patents (1976-2016). The task is: Predict the reactants needed to synthesize the given product. (1) The reactants are: [CH3:1][O:2][C:3]1C=C(N2C(=O)C3C(=CC=CC=3C)N=C2C(NC2N=CN=C3C=2N=CN3COCC[Si](C)(C)C)C)C=C[CH:8]=1.Cl.[OH:42][C:43]1[CH:44]=[C:45]([N:49]2[C:58](=[O:59])[C:57]3[C:52](=[CH:53][CH:54]=[CH:55][C:56]=3[CH3:60])[N:51]=[C:50]2[CH:61]([NH:63][C:64]2[N:72]=[CH:71][N:70]=[C:69]3[C:65]=2[N:66]=[CH:67][NH:68]3)[CH3:62])[CH:46]=[CH:47][CH:48]=1. Given the product [CH3:1][O:2][CH2:3][CH2:8][O:42][C:43]1[CH:44]=[C:45]([N:49]2[C:58](=[O:59])[C:57]3[C:52](=[CH:53][CH:54]=[CH:55][C:56]=3[CH3:60])[N:51]=[C:50]2[CH:61]([NH:63][C:64]2[N:72]=[CH:71][N:70]=[C:69]3[C:65]=2[N:66]=[CH:67][NH:68]3)[CH3:62])[CH:46]=[CH:47][CH:48]=1, predict the reactants needed to synthesize it. (2) The reactants are: [CH3:1][O:2][C:3]1[CH:8]=[CH:7][C:6]([S:9]([NH:12][C:13]([CH3:18])([CH3:17])[C:14]([OH:16])=[O:15])(=[O:11])=[O:10])=[CH:5][CH:4]=1.C(N(CC)CC)C.F[P-](F)(F)(F)(F)F.[N:33]1([O:42][P+](N(C)C)(N(C)C)N(C)C)C2C=CC=CC=2N=N1.Cl.[CH2:54]([O:61][NH2:62])[C:55]1[CH:60]=[CH:59][CH:58]=[CH:57][CH:56]=1. Given the product [OH:42][NH:33][C:14](=[O:15])[C:13]([NH:12][S:9]([C:6]1[CH:7]=[CH:8][C:3]([O:2][CH3:1])=[CH:4][CH:5]=1)(=[O:11])=[O:10])([CH3:18])[CH3:17].[CH2:54]([O:61][NH:62][C:14](=[O:16])[C:13]([NH:12][S:9]([C:6]1[CH:5]=[CH:4][C:3]([O:2][CH3:1])=[CH:8][CH:7]=1)(=[O:10])=[O:11])([CH3:18])[CH3:17])[C:55]1[CH:60]=[CH:59][CH:58]=[CH:57][CH:56]=1, predict the reactants needed to synthesize it. (3) Given the product [CH2:1]([N:3]1[C:15]2[CH:14]=[CH:13][C:12]([C:16]([C:18]3[CH:23]=[CH:22][CH:21]=[CH:20][C:19]=3[O:44][CH2:43][C:42]([F:45])([F:46])[C:41]([F:48])([F:47])[C:40]([F:49])([F:50])[C:37]([F:51])([F:36])[CH2:38][O:39][C:19]3[CH:20]=[CH:21][CH:22]=[CH:23][C:18]=3[C:16]([C:12]3[CH:13]=[CH:14][C:15]4[N:3]([CH2:1][CH3:2])[C:4]5[C:9]([C:10]=4[CH:11]=3)=[CH:8][C:7]([C:25](=[O:35])[C:26]3[C:31]([CH3:32])=[CH:30][C:29]([CH3:33])=[CH:28][C:27]=3[CH3:34])=[CH:6][CH:5]=5)=[O:52])=[O:17])=[CH:11][C:10]=2[C:9]2[C:4]1=[CH:5][CH:6]=[C:7]([C:25](=[O:35])[C:26]1[C:31]([CH3:32])=[CH:30][C:29]([CH3:33])=[CH:28][C:27]=1[CH3:34])[CH:8]=2)[CH3:2], predict the reactants needed to synthesize it. The reactants are: [CH2:1]([N:3]1[C:15]2[CH:14]=[CH:13][C:12]([C:16]([C:18]3[CH:23]=[CH:22][CH:21]=[CH:20][C:19]=3F)=[O:17])=[CH:11][C:10]=2[C:9]2[C:4]1=[CH:5][CH:6]=[C:7]([C:25](=[O:35])[C:26]1[C:31]([CH3:32])=[CH:30][C:29]([CH3:33])=[CH:28][C:27]=1[CH3:34])[CH:8]=2)[CH3:2].[F:36][C:37]([F:51])([C:40]([F:50])([F:49])[C:41]([F:48])([F:47])[C:42]([F:46])([F:45])[CH2:43][OH:44])[CH2:38][OH:39].[OH-:52].[Na+]. (4) Given the product [C:26]([C:27]1[CH:28]=[C:29]2[C:34](=[C:35]([CH:37]=[O:38])[CH:36]=1)[O:33][C:32]([CH3:40])([CH3:39])[CH2:31][C:30]2([CH3:42])[CH3:41])#[CH:25], predict the reactants needed to synthesize it. The reactants are: C[Si](C#CC1C=C2C(=CC=1)OC(C)(C)CC2(C)C)(C)C.C[Si]([C:25]#[C:26][C:27]1[CH:28]=[C:29]2[C:34](=[C:35]([CH:37]=[O:38])[CH:36]=1)[O:33][C:32]([CH3:40])([CH3:39])[CH2:31][C:30]2([CH3:42])[CH3:41])(C)C.C(=O)([O-])[O-].[K+].[K+]. (5) Given the product [CH3:59][O:58][C:57]([NH:56][C@@H:52]([CH:53]([CH3:55])[CH3:54])[C:51]([N:46]1[C@@H:47]([CH3:50])[CH2:48][CH2:49][C@H:45]1[C:43]1[NH:44][C:40]([C:35]2[CH:36]=[C:37]3[CH2:38][O:39][C:26]4[CH:25]=[C:24]5[C:29]([CH:30]=[CH:31][C:21]6[N:20]=[C:19]([C@@H:14]7[CH2:15][CH2:16][C@H:17]([CH3:18])[N:13]7[C:68](=[O:70])[C@@H:67]([NH:66][C:64](=[O:65])[O:63][CH3:62])[CH:71]7[CH2:76][CH2:75][O:74][CH2:73][CH2:72]7)[NH:23][C:22]=65)=[CH:28][C:27]=4[C:32]3=[CH:33][CH:34]=2)=[CH:41][N:42]=1)=[O:61])=[O:60], predict the reactants needed to synthesize it. The reactants are: COC(N[C@H](C([N:13]1[C@@H:17]([CH3:18])[CH2:16][CH2:15][C@H:14]1[C:19]1[NH:23][C:22]2[C:24]3[C:29]([CH:30]=[CH:31][C:21]=2[N:20]=1)=[CH:28][C:27]1[C:32]2[C:37]([CH2:38][O:39][C:26]=1[CH:25]=3)=[CH:36][C:35]([C:40]1[NH:44][C:43]([C@@H:45]3[CH2:49][CH2:48][C@H:47]([CH3:50])[N:46]3[C:51](=[O:61])[C@@H:52]([NH:56][C:57](=[O:60])[O:58][CH3:59])[CH:53]([CH3:55])[CH3:54])=[N:42][CH:41]=1)=[CH:34][CH:33]=2)=O)[C@@H](C)OC)=O.[CH3:62][O:63][C:64]([NH:66][C@@H:67]([CH:71]1[CH2:76][CH2:75][O:74][CH2:73][CH2:72]1)[C:68]([OH:70])=O)=[O:65]. (6) Given the product [O:30]=[S:31]1(=[O:33])[CH2:25][CH2:26][N:21]([C:12]2[N:11]=[C:10]([C:8]([NH:7][CH2:6][C:5]3[CH:4]=[CH:3][C:2]([F:1])=[CH:28][CH:27]=3)=[O:9])[C:19]([OH:20])=[C:18]3[C:13]=2[CH:14]=[CH:15][CH:16]=[N:17]3)[CH2:22][CH2:23]1, predict the reactants needed to synthesize it. The reactants are: [F:1][C:2]1[CH:28]=[CH:27][C:5]([CH2:6][NH:7][C:8]([C:10]2[C:19]([OH:20])=[C:18]3[C:13]([CH:14]=[CH:15][CH:16]=[N:17]3)=[C:12]([N:21]3[CH2:26][CH2:25]S[CH2:23][CH2:22]3)[N:11]=2)=[O:9])=[CH:4][CH:3]=1.O[O:30][S:31]([O-:33])=O.[K+]. (7) The reactants are: [NH2:1][NH2:2].[Cl:3][CH2:4][CH2:5][CH2:6][C:7]([C:19]#[N:20])([C:13]1[CH:18]=[CH:17][CH:16]=[CH:15][CH:14]=1)[C:8](OCC)=[O:9].C(OCC)(=O)C.O.C(=O)(O)[O-].[Na+]. Given the product [Cl:3][CH2:4][CH2:5][CH2:6][C:7]([C:19]#[N:20])([C:13]1[CH:18]=[CH:17][CH:16]=[CH:15][CH:14]=1)[C:8]([NH:1][NH2:2])=[O:9], predict the reactants needed to synthesize it. (8) Given the product [CH3:33][O:32][N:34]=[CH:23][CH2:22][CH:21]([N:19]1[CH:20]=[C:16]([C:15]2[C:10]3[CH:9]=[CH:8][N:7]([CH2:6][O:5][CH2:4][CH2:3][Si:2]([CH3:28])([CH3:1])[CH3:27])[C:11]=3[N:12]=[CH:13][N:14]=2)[CH:17]=[N:18]1)[CH2:25][CH3:26], predict the reactants needed to synthesize it. The reactants are: [CH3:1][Si:2]([CH3:28])([CH3:27])[CH2:3][CH2:4][O:5][CH2:6][N:7]1[C:11]2[N:12]=[CH:13][N:14]=[C:15]([C:16]3[CH:17]=[N:18][N:19]([CH:21]([CH2:25][CH3:26])[CH2:22][CH:23]=O)[CH:20]=3)[C:10]=2[CH:9]=[CH:8]1.CO.Cl.[O:32]([NH2:34])[CH3:33].C(=O)(O)[O-].[K+].